From a dataset of Catalyst prediction with 721,799 reactions and 888 catalyst types from USPTO. Predict which catalyst facilitates the given reaction. (1) Reactant: [F:1][C:2]([F:14])([F:13])[O:3][C:4]1[CH:12]=[CH:11][C:7]([C:8]([OH:10])=O)=[CH:6][CH:5]=1.CN(C(ON1N=NC2C=CC=NC1=2)=[N+](C)C)C.F[P-](F)(F)(F)(F)F.CCN(C(C)C)C(C)C.[NH2:48][C:49]([CH3:69])([CH2:52][O:53][C:54]1[CH:55]=[CH:56][C:57]2[CH2:61][O:60][B:59]([OH:62])[C:58]=2[C:63]=1[C:64]1[O:65][CH:66]=[CH:67][CH:68]=1)[C:50]#[N:51]. Product: [C:50]([C:49]([NH:48][C:8](=[O:10])[C:7]1[CH:6]=[CH:5][C:4]([O:3][C:2]([F:1])([F:14])[F:13])=[CH:12][CH:11]=1)([CH3:69])[CH2:52][O:53][C:54]1[CH:55]=[CH:56][C:57]2[CH2:61][O:60][B:59]([OH:62])[C:58]=2[C:63]=1[C:64]1[O:65][CH:66]=[CH:67][CH:68]=1)#[N:51]. The catalyst class is: 3. (2) Reactant: [C:1]([C:4]1[CH:5]=[C:6]([C:20]2[C:21]([CH3:26])=[N:22][O:23][C:24]=2[CH3:25])[CH:7]=[C:8]2[C:16]=1[NH:15][C:14]1[CH:13]=[C:12]([C:17]([OH:19])=[O:18])[CH:11]=[CH:10][C:9]2=1)(=[O:3])[NH2:2].C(=O)([O-])[O-].[K+].[K+].Br[CH2:34][CH:35]1[CH2:37][CH2:36]1.[OH-].[Na+]. Product: [C:1]([C:4]1[CH:5]=[C:6]([C:20]2[C:21]([CH3:26])=[N:22][O:23][C:24]=2[CH3:25])[CH:7]=[C:8]2[C:16]=1[N:15]([CH2:34][CH:35]1[CH2:37][CH2:36]1)[C:14]1[CH:13]=[C:12]([C:17]([OH:19])=[O:18])[CH:11]=[CH:10][C:9]2=1)(=[O:3])[NH2:2]. The catalyst class is: 21. (3) Reactant: C([O:3][C:4]([C:6]1[C:14]2[C:9](=[CH:10][C:11]([CH3:24])=[C:12]([C:15]3[CH:20]=[CH:19][C:18]([O:21][CH3:22])=[CH:17][C:16]=3[F:23])[CH:13]=2)[NH:8][N:7]=1)=[O:5])C.[Li+].[OH-].Cl. Product: [F:23][C:16]1[CH:17]=[C:18]([O:21][CH3:22])[CH:19]=[CH:20][C:15]=1[C:12]1[CH:13]=[C:14]2[C:9](=[CH:10][C:11]=1[CH3:24])[NH:8][N:7]=[C:6]2[C:4]([OH:5])=[O:3]. The catalyst class is: 20. (4) Reactant: [OH-].[Na+].[Br:3][C:4]1[C:5]([CH2:13][N:14]2[C:18]([CH3:19])=[C:17]([N+:20]([O-:22])=[O:21])[C:16]([C:23]([O:25]CC)=[O:24])=[N:15]2)=[CH:6][C:7]2[O:11][CH2:10][O:9][C:8]=2[CH:12]=1.O.Cl. Product: [Br:3][C:4]1[C:5]([CH2:13][N:14]2[C:18]([CH3:19])=[C:17]([N+:20]([O-:22])=[O:21])[C:16]([C:23]([OH:25])=[O:24])=[N:15]2)=[CH:6][C:7]2[O:11][CH2:10][O:9][C:8]=2[CH:12]=1. The catalyst class is: 5. (5) Reactant: Cl.[NH:2]1[CH2:8][CH2:7][CH2:6][C:5](=[O:9])[CH2:4][CH2:3]1.[C:10]([O:14][C:15](O[C:15]([O:14][C:10]([CH3:13])([CH3:12])[CH3:11])=[O:16])=[O:16])([CH3:13])([CH3:12])[CH3:11].C(=O)([O-])[O-].[Na+].[Na+]. Product: [C:10]([O:14][C:15]([N:2]1[CH2:8][CH2:7][CH2:6][C:5](=[O:9])[CH2:4][CH2:3]1)=[O:16])([CH3:13])([CH3:12])[CH3:11]. The catalyst class is: 38. (6) Reactant: Cl.[CH:2]1([C:5]([NH2:7])=[NH:6])[CH2:4][CH2:3]1.C(=O)([O-])O.[Na+].C([O:15][C:16](=O)[CH2:17][C:18](=O)[C:19]([F:25])([F:24])[C:20]([F:23])([F:22])[F:21])C. Product: [CH:2]1([C:5]2[N:7]=[C:16]([OH:15])[CH:17]=[C:18]([C:19]([F:24])([F:25])[C:20]([F:21])([F:22])[F:23])[N:6]=2)[CH2:4][CH2:3]1. The catalyst class is: 8. (7) Reactant: [N+:1]([C:4]1[CH:13]=[CH:12][CH:11]=[C:10]2[C:5]=1[CH:6]=[C:7]([O:16][CH3:17])[C:8]([O:14][CH3:15])=[CH:9]2)([O-])=O.O.[NH2:19]N. Product: [NH2:1][C:4]1[C:5]2[C:10](=[CH:9][C:8]([O:14][CH3:15])=[C:7]([O:16][CH3:17])[CH:6]=2)[CH:11]=[CH:12][C:13]=1[NH2:19]. The catalyst class is: 29.